Dataset: Full USPTO retrosynthesis dataset with 1.9M reactions from patents (1976-2016). Task: Predict the reactants needed to synthesize the given product. (1) Given the product [Br:1][C:2]1([CH3:31])[C:7]([CH3:8])=[N:6][N:5]2[CH:9]([C:13]3[S:17][C:16]([N:18]4[CH2:23][CH2:22][O:21][CH2:20][CH2:19]4)=[N:15][C:14]=3[CH3:24])[C:10]([CH3:12])=[N:11][C:4]2=[C:3]1[CH:25]([CH2:28][CH3:29])[CH2:26][CH3:27], predict the reactants needed to synthesize it. The reactants are: [Br:1][C:2]1[C:7]([CH3:8])=[N:6][N:5]2[C:9]([C:13]3[S:17][C:16]([N:18]4[CH2:23][CH2:22][O:21][CH2:20][CH2:19]4)=[N:15][C:14]=3[CH3:24])=[C:10]([CH3:12])[N:11]=[C:4]2[C:3]=1[CH:25]([CH2:28][CH3:29])[CH2:26][CH3:27].[Li][CH2:31]CCC.CCCCCC.IC. (2) The reactants are: Br[C:2]1[CH:3]=[C:4]([C:9](=[O:11])[CH3:10])[CH:5]=[CH:6][C:7]=1[F:8].[C:12]([Cu])#[N:13]. Given the product [C:9]([C:4]1[CH:5]=[CH:6][C:7]([F:8])=[C:2]([CH:3]=1)[C:12]#[N:13])(=[O:11])[CH3:10], predict the reactants needed to synthesize it. (3) The reactants are: C(OC([N:8]1[CH:12]2[CH2:13][CH2:14][CH:9]1[CH:10]([C:38]([OH:40])=O)[CH:11]2[NH:15][S:16]([C:19]1[CH:24]=[CH:23][C:22]([O:25][CH2:26][C:27]2[C:36]3[C:31](=[CH:32][CH:33]=[CH:34][CH:35]=3)[N:30]=[C:29]([CH3:37])[CH:28]=2)=[CH:21][CH:20]=1)(=[O:18])=[O:17])=O)(C)(C)C.[NH2:41][OH:42].C(O)(C(F)(F)F)=O.C(Cl)Cl. Given the product [OH:42][NH:41][C:38]([CH:10]1[CH:11]([NH:15][S:16]([C:19]2[CH:24]=[CH:23][C:22]([O:25][CH2:26][C:27]3[C:36]4[C:31](=[CH:32][CH:33]=[CH:34][CH:35]=4)[N:30]=[C:29]([CH3:37])[CH:28]=3)=[CH:21][CH:20]=2)(=[O:17])=[O:18])[CH:12]2[NH:8][CH:9]1[CH2:14][CH2:13]2)=[O:40], predict the reactants needed to synthesize it.